Dataset: Full USPTO retrosynthesis dataset with 1.9M reactions from patents (1976-2016). Task: Predict the reactants needed to synthesize the given product. Given the product [N:6]1[CH:5]=[C:4]([N:8]2[CH2:16][CH:15]3[CH2:17][N:11]4[CH2:12][CH:13]([CH2:18][CH:9]2[CH2:10]4)[CH2:14]3)[CH:3]=[C:2]([C:21]2[CH:20]=[N:19][CH:24]=[CH:23][CH:22]=2)[CH:7]=1, predict the reactants needed to synthesize it. The reactants are: Br[C:2]1[CH:3]=[C:4]([N:8]2[CH2:16][CH:15]3[CH2:17][N:11]4[CH2:12][CH:13]([CH2:18][CH:9]2[CH2:10]4)[CH2:14]3)[CH:5]=[N:6][CH:7]=1.[N:19]1[CH:24]=[CH:23][CH:22]=[C:21](B(O)O)[CH:20]=1.